The task is: Predict the reaction yield, written as a fraction of the theoretical maximum amount of product (1.0 means a 100% yield; for example, 0.34 means a 34% yield).. This data is from Reaction yield outcomes from USPTO patents with 853,638 reactions. The reactants are [CH3:1][C@@:2]([OH:30])([C:26]([CH3:29])([CH3:28])[CH3:27])[C@@H:3]1[C@@:8]2([O:24][CH3:25])[C@@H:9]3[O:23][C:18]4=[C:19]([OH:22])[CH:20]=[CH:21][C:16]5=[C:17]4[C@:10]43[CH2:11][CH2:12][NH:13][C@H:14]([CH2:15]5)[C@@:5]4(CC2)[CH2:4]1.C([O-])(O)=O.[Na+].[CH2:36](Br)[CH:37]=[CH2:38].[NH4+].[OH-].[CH3:42][C:43](N(C)C)=O. The catalyst is O. The product is [CH2:36]([N:13]1[CH2:12][CH2:11][C@@:10]23[C:17]4[C:16]5[CH2:15][C@@H:14]1[C@H:5]2[CH2:4][C@H:3]([C@:2]([OH:30])([C:26]([CH3:27])([CH3:28])[CH3:29])[CH3:1])[C@H:8]([O:24][CH3:25])[C@@H:9]3[O:23][C:18]=4[C:19]([OH:22])=[C:20]1[CH2:43][CH2:42][C:21]1=5)[CH:37]=[CH2:38]. The yield is 0.972.